This data is from Full USPTO retrosynthesis dataset with 1.9M reactions from patents (1976-2016). The task is: Predict the reactants needed to synthesize the given product. (1) Given the product [CH3:1][O:2][C:3]1[CH:8]=[C:7]([CH3:9])[NH:6][C:5](=[O:10])[C:4]=1[CH2:11][NH:12][C:13]([C:15]1[C:23]2[C:18](=[N:19][CH:20]=[CH:21][CH:22]=2)[N:17]([CH:24]([C:26]2[CH:35]=[CH:34][CH:33]=[C:28]([C:29](=[O:31])[NH:53][CH3:52])[CH:27]=2)[CH3:25])[C:16]=1[CH3:36])=[O:14], predict the reactants needed to synthesize it. The reactants are: [CH3:1][O:2][C:3]1[CH:8]=[C:7]([CH3:9])[NH:6][C:5](=[O:10])[C:4]=1[CH2:11][NH:12][C:13]([C:15]1[C:23]2[C:18](=[N:19][CH:20]=[CH:21][CH:22]=2)[N:17]([CH:24]([C:26]2[CH:27]=[C:28]([CH:33]=[CH:34][CH:35]=2)[C:29]([O:31]C)=O)[CH3:25])[C:16]=1[CH3:36])=[O:14].OCC1(OC[C@@H](O)[C@@H](O)[C@H]1O)O.C(O)C.[CH3:52][NH2:53]. (2) Given the product [C:1]1([C:7]#[C:8][C:9](=[O:23])[C:10]#[C:11][C:12]2[N:16]([C:17]3[CH:18]=[CH:19][CH:20]=[CH:21][CH:22]=3)[N:15]=[CH:14][CH:13]=2)[CH:6]=[CH:5][CH:4]=[CH:3][CH:2]=1, predict the reactants needed to synthesize it. The reactants are: [C:1]1([C:7]#[C:8][CH:9]([OH:23])[C:10]#[C:11][C:12]2[N:16]([C:17]3[CH:22]=[CH:21][CH:20]=[CH:19][CH:18]=3)[N:15]=[CH:14][CH:13]=2)[CH:6]=[CH:5][CH:4]=[CH:3][CH:2]=1.